Predict the reactants needed to synthesize the given product. From a dataset of Full USPTO retrosynthesis dataset with 1.9M reactions from patents (1976-2016). (1) Given the product [CH3:26][C@H:25]([NH:27][C:18]1[CH:17]=[C:16]([C:15]2[N:14]3[C:10]([S:11][CH2:12][CH2:13]3)=[N:9][C:8]=2[C:5]2[CH:6]=[CH:7][C:2]([F:1])=[CH:3][CH:4]=2)[CH:21]=[CH:20][N:19]=1)[CH:24]([CH3:28])[CH3:23], predict the reactants needed to synthesize it. The reactants are: [F:1][C:2]1[CH:7]=[CH:6][C:5]([C:8]2[N:9]=[C:10]3[N:14]([C:15]=2[C:16]2[CH:21]=[CH:20][N:19]=[C:18](F)[CH:17]=2)[CH2:13][CH2:12][S:11]3)=[CH:4][CH:3]=1.[CH3:23][CH:24]([CH3:28])[C@@H:25]([NH2:27])[CH3:26]. (2) Given the product [CH:1]1([NH:4][C:5](=[O:15])[C:6]2[CH:11]=[CH:10][C:9]([O:12][CH3:13])=[CH:8][C:7]=2[O:14][CH2:19][C@@H:17]2[CH2:18][O:16]2)[CH2:2][CH2:3]1, predict the reactants needed to synthesize it. The reactants are: [CH:1]1([NH:4][C:5](=[O:15])[C:6]2[CH:11]=[CH:10][C:9]([O:12][CH3:13])=[CH:8][C:7]=2[OH:14])[CH2:3][CH2:2]1.[O:16]1[CH2:18][C@H:17]1[CH2:19]OS(C1C=CC=C([N+]([O-])=O)C=1)(=O)=O.C([O-])([O-])=O.[Cs+].[Cs+]. (3) The reactants are: C([O:4][C:5]1[CH:10]=[C:9]([C:11]#[N:12])[C:8](Br)=[C:7]([C:14]#[N:15])[C:6]=1[O:16]C(=O)C)(=O)C.[CH2:20]([N:23]([CH2:35][CH2:36][CH3:37])[C:24]([C:26]1[CH:27]=[C:28](B(O)O)[CH:29]=[CH:30][CH:31]=1)=[O:25])[CH2:21][CH3:22]. Given the product [C:14]([C:7]1[C:6]([OH:16])=[C:5]([OH:4])[CH:10]=[C:9]([C:11]#[N:12])[C:8]=1[C:28]1[CH:29]=[CH:30][CH:31]=[C:26]([C:24]([N:23]([CH2:35][CH2:36][CH3:37])[CH2:20][CH2:21][CH3:22])=[O:25])[CH:27]=1)#[N:15], predict the reactants needed to synthesize it. (4) Given the product [CH:26]1([CH2:25][CH2:24][C:23]([NH:22][C:17]2[CH:18]=[CH:19][C:20]([CH3:21])=[C:15]([NH:14][C:11]([C:7]3[CH:6]=[C:5]4[C:10](=[CH:9][CH:8]=3)[N:1]=[CH:2][CH:3]=[CH:4]4)=[O:13])[CH:16]=2)=[O:32])[CH2:31][CH2:30][CH2:29][CH2:28][CH2:27]1, predict the reactants needed to synthesize it. The reactants are: [N:1]1[C:10]2[C:5](=[CH:6][C:7]([C:11]([OH:13])=O)=[CH:8][CH:9]=2)[CH:4]=[CH:3][CH:2]=1.[NH2:14][C:15]1[CH:16]=[C:17]([NH:22][C:23](=[O:32])[CH2:24][CH2:25][CH:26]2[CH2:31][CH2:30][CH2:29][CH2:28][CH2:27]2)[CH:18]=[CH:19][C:20]=1[CH3:21]. (5) The reactants are: Br[C:2]1[CH:3]=[C:4]2[C:21](=[CH:22][CH:23]=1)[O:20][C:7]1([CH2:12][CH2:11][N:10]([C:13]([O:15][C:16]([CH3:19])([CH3:18])[CH3:17])=[O:14])[CH2:9][CH2:8]1)[CH2:6][C:5]2=[O:24].[CH3:25][N:26](C=O)C. Given the product [C:25]([C:2]1[CH:3]=[C:4]2[C:21](=[CH:22][CH:23]=1)[O:20][C:7]1([CH2:12][CH2:11][N:10]([C:13]([O:15][C:16]([CH3:17])([CH3:19])[CH3:18])=[O:14])[CH2:9][CH2:8]1)[CH2:6][C:5]2=[O:24])#[N:26], predict the reactants needed to synthesize it.